Dataset: Orexin1 receptor HTS with 218,158 compounds and 233 confirmed actives. Task: Binary Classification. Given a drug SMILES string, predict its activity (active/inactive) in a high-throughput screening assay against a specified biological target. (1) The result is 0 (inactive). The drug is s1c(C(=O)Nc2cc3nc(oc3cc2)c2ccc(NC(=O)c3sccc3)cc2)ccc1. (2) The molecule is O(c1c(C(=O)Nc2ccc(NC(=O)c3ccccc3)cc2)cccc1)CC. The result is 0 (inactive).